Dataset: Reaction yield outcomes from USPTO patents with 853,638 reactions. Task: Predict the reaction yield, written as a fraction of the theoretical maximum amount of product (1.0 means a 100% yield; for example, 0.34 means a 34% yield). (1) The reactants are [CH3:1][O:2][C:3]([C:5]1[C:13]([NH:14][C:15]2[CH:20]=[CH:19][CH:18]=[CH:17][C:16]=2[CH3:21])=[C:12]([F:22])[C:8]2[NH:9][CH:10]=[N:11][C:7]=2[CH:6]=1)=[O:4].C1COCC1.CO.C1C(=O)N([Br:37])C(=O)C1.CC1C=CC(S(O)(=O)=O)=CC=1.O. The catalyst is CO. The product is [CH3:1][O:2][C:3]([C:5]1[C:13]([NH:14][C:15]2[CH:20]=[CH:19][C:18]([Br:37])=[CH:17][C:16]=2[CH3:21])=[C:12]([F:22])[C:8]2[NH:9][CH:10]=[N:11][C:7]=2[CH:6]=1)=[O:4]. The yield is 0.790. (2) The reactants are [F:1][C:2]([F:13])([F:12])[C:3]1[CH:8]=[CH:7][C:6](B(O)O)=[CH:5][CH:4]=1.[NH2:14][C:15]1[CH:24]=[CH:23][C:22](Br)=[CH:21][C:16]=1[C:17]([O:19][CH3:20])=[O:18].C(=O)([O-])[O-].[Na+].[Na+]. The catalyst is O.CN(C)C=O.C1C=CC([P]([Pd]([P](C2C=CC=CC=2)(C2C=CC=CC=2)C2C=CC=CC=2)([P](C2C=CC=CC=2)(C2C=CC=CC=2)C2C=CC=CC=2)[P](C2C=CC=CC=2)(C2C=CC=CC=2)C2C=CC=CC=2)(C2C=CC=CC=2)C2C=CC=CC=2)=CC=1. The product is [NH2:14][C:15]1[CH:24]=[CH:23][C:22]([C:6]2[CH:7]=[CH:8][C:3]([C:2]([F:13])([F:12])[F:1])=[CH:4][CH:5]=2)=[CH:21][C:16]=1[C:17]([O:19][CH3:20])=[O:18]. The yield is 0.880. (3) The reactants are [CH3:1][C:2](C)([O-])C.[K+].[OH:7][C@@H:8]1[CH2:25][CH2:24][C@@:23]2([CH3:26])[C@H:10]([CH2:11][CH2:12][C@@H:13]3[C:22]2=[CH:21][CH2:20][C@@:18]2([CH3:19])[C@H:14]3[CH2:15][CH2:16][C:17]2=O)[CH2:9]1. The catalyst is [Br-].C([P+](C1C=CC=CC=1)(C1C=CC=CC=1)C1C=CC=CC=1)C.C1COCC1. The product is [OH:7][C@@H:8]1[CH2:25][CH2:24][C@@:23]2([CH3:26])[C@H:10]([CH2:11][CH2:12][C@@H:13]3[C:22]2=[CH:21][CH2:20][C@@:18]2([CH3:19])[C@H:14]3[CH2:15][CH2:16]/[C:17]/2=[CH:1]/[CH3:2])[CH2:9]1. The yield is 0.800. (4) The reactants are [F:1][C:2]1[CH:19]=[CH:18][C:5](/[CH:6]=[N:7]/[C:8]2[CH:16]=[CH:15][CH:14]=[C:13]3[C:9]=2[CH2:10][O:11][C:12]3=[O:17])=[CH:4][CH:3]=1.[CH3:20][N:21]1[C:25]([CH3:26])=[C:24]([CH3:27])[N:23]=[C:22]1[CH:28]=O.[O-:30][CH2:31][CH3:32].[Na+].C(O)C. The catalyst is C(OCC)(=O)CC. The product is [F:1][C:2]1[CH:3]=[CH:4][C:5]([CH:6]2[CH:28]([C:22]3[N:21]([CH3:20])[C:25]([CH3:26])=[C:24]([CH3:27])[N:23]=3)[C:31](=[O:30])[C:32]3[C:13]([C:12]([O:11][CH2:10][CH3:9])=[O:17])=[CH:14][CH:15]=[CH:16][C:8]=3[NH:7]2)=[CH:18][CH:19]=1. The yield is 0.180. (5) The reactants are [N:1]1[C:9]2[C:4](=[N:5][CH:6]=[CH:7][CH:8]=2)[S:3][C:2]=1[N:10]=[C:11](SC)SC.Cl.Cl.[NH2:18][CH2:19][C@@:20]1([OH:28])[CH:25]2[CH2:26][CH2:27][N:22]([CH2:23][CH2:24]2)[CH2:21]1.C(=O)([O-])[O-].[Cs+].[Cs+].O. The catalyst is CN(C=O)C. The product is [N:1]1[C:9]2[C:4](=[N:5][CH:6]=[CH:7][CH:8]=2)[S:3][C:2]=1[NH:10][C:11]1[O:28][C@:20]2([CH2:19][N:18]=1)[CH:25]1[CH2:26][CH2:27][N:22]([CH2:23][CH2:24]1)[CH2:21]2. The yield is 0.760. (6) The reactants are [NH2:1][C:2]1[S:3][C:4]2[CH:10]=[C:9]([O:11][C:12]3[CH:13]=[C:14]([NH:20][C:21](=[O:33])[C:22]4[CH:27]=[CH:26][CH:25]=[C:24]([C:28]5([C:31]#[N:32])[CH2:30][CH2:29]5)[CH:23]=4)[CH:15]=[CH:16][C:17]=3[O:18][CH3:19])[CH:8]=[CH:7][C:5]=2[N:6]=1.C([O:37][CH2:38][C:39](Cl)=[O:40])(=O)C.O. The catalyst is CN(C)C=O. The product is [C:31]([C:28]1([C:24]2[CH:23]=[C:22]([CH:27]=[CH:26][CH:25]=2)[C:21]([NH:20][C:14]2[CH:15]=[CH:16][C:17]([O:18][CH3:19])=[C:12]([O:11][C:9]3[CH:8]=[CH:7][C:5]4[N:6]=[C:2]([NH:1][C:38](=[O:37])[CH2:39][OH:40])[S:3][C:4]=4[CH:10]=3)[CH:13]=2)=[O:33])[CH2:30][CH2:29]1)#[N:32]. The yield is 0.210. (7) The reactants are Cl[CH:2]([C:6](=[O:8])[CH3:7])[C:3](=O)[CH3:4].[C:9]([NH:12][C:13](=[O:22])[C:14]1[C:19]([F:20])=[CH:18][CH:17]=[CH:16][C:15]=1[F:21])(=[S:11])[NH2:10].C([O-])([O-])=O.[K+].[K+]. The catalyst is CO. The product is [C:6]([C:2]1[S:11][C:9]([NH:12][C:13](=[O:22])[C:14]2[C:19]([F:20])=[CH:18][CH:17]=[CH:16][C:15]=2[F:21])=[N:10][C:3]=1[CH3:4])(=[O:8])[CH3:7]. The yield is 0.710. (8) The reactants are [Cl:1][C:2]1[CH:7]=[CH:6][C:5]([N:8]2[CH2:12][CH2:11][CH:10]([CH:13](OS(C)(=O)=O)[CH3:14])[CH2:9]2)=[C:4]([N+:20]([O-:22])=[O:21])[CH:3]=1.ClC1C=CC(N2CCC(C(OS(C3C=CC(C)=CC=3)(=O)=O)C)C2)=C([N+]([O-])=O)C=1.[N-:51]=[N+:52]=[N-:53].[Na+]. The catalyst is CN(C)C=O.O. The product is [N:51]([CH:13]([CH:10]1[CH2:11][CH2:12][N:8]([C:5]2[CH:6]=[CH:7][C:2]([Cl:1])=[CH:3][C:4]=2[N+:20]([O-:22])=[O:21])[CH2:9]1)[CH3:14])=[N+:52]=[N-:53]. The yield is 0.760. (9) The reactants are C([BH3-])#N.[Na+].[NH2:5][CH2:6][C:7]1[CH:8]=[N:9][C:10]([Cl:13])=[CH:11][CH:12]=1.[C:14]1(=O)[CH2:19][CH2:18][CH2:17][CH2:16][CH2:15]1.C(O)(=O)C.C([O-])([O-])=O.[K+].[K+]. The catalyst is CO.O. The product is [Cl:13][C:10]1[N:9]=[CH:8][C:7]([CH2:6][NH:5][CH:14]2[CH2:19][CH2:18][CH2:17][CH2:16][CH2:15]2)=[CH:12][CH:11]=1. The yield is 0.910.